This data is from Reaction yield outcomes from USPTO patents with 853,638 reactions. The task is: Predict the reaction yield, written as a fraction of the theoretical maximum amount of product (1.0 means a 100% yield; for example, 0.34 means a 34% yield). The reactants are [C:1]([NH:8][C@H:9]([C:11]([OH:13])=O)[CH3:10])([O:3][C:4]([CH3:7])([CH3:6])[CH3:5])=[O:2].C1C=CC2N(O)N=NC=2C=1.Cl.[CH3:25][NH:26][O:27][CH3:28].C(N(CC)CC)C.C1(N=C=NC2CCCCC2)CCCCC1. The catalyst is ClCCl. The product is [C:4]([O:3][C:1]([NH:8][C@@H:9]([CH3:10])[C:11]([N:26]([O:27][CH3:28])[CH3:25])=[O:13])=[O:2])([CH3:5])([CH3:6])[CH3:7]. The yield is 0.810.